This data is from Catalyst prediction with 721,799 reactions and 888 catalyst types from USPTO. The task is: Predict which catalyst facilitates the given reaction. (1) Reactant: [C:1]([O:5][C:6]([NH:8][C:9]1[CH:10]=[CH:11][C:12]2[N:13]([C:15]([C:18]([C:20]3[CH:21]=[CH:22][C:23]([N+:30]([O-:32])=[O:31])=[C:24]([CH:29]=3)[C:25]([O:27][CH3:28])=[O:26])=[O:19])=[N:16][CH:17]=2)[CH:14]=1)=[O:7])([CH3:4])([CH3:3])[CH3:2].[H-].[Na+].[CH3:35]I.S([O-])(O)(=O)=O.[K+]. Product: [C:1]([O:5][C:6]([N:8]([CH3:35])[C:9]1[CH:10]=[CH:11][C:12]2[N:13]([C:15]([C:18]([C:20]3[CH:21]=[CH:22][C:23]([N+:30]([O-:32])=[O:31])=[C:24]([CH:29]=3)[C:25]([O:27][CH3:28])=[O:26])=[O:19])=[N:16][CH:17]=2)[CH:14]=1)=[O:7])([CH3:4])([CH3:2])[CH3:3]. The catalyst class is: 9. (2) Reactant: CC1(C)CCCC(C)(C)N1.[Br:11][C:12]1[CH:13]=[N:14][C:15]2[C:20]([CH:21]=1)=[CH:19][CH:18]=[CH:17][CH:16]=2.CN([CH:25]=[O:26])C. Product: [Br:11][C:12]1[C:13]([CH:25]=[O:26])=[N:14][C:15]2[C:20]([CH:21]=1)=[CH:19][CH:18]=[CH:17][CH:16]=2. The catalyst class is: 1. (3) Reactant: N#N.C[Si](C)(C)[S:5][Si](C)(C)C.C[O-].[Na+].[CH3:15][C:16]1([C:21]2[O:25][C:24]([CH2:26][C:27]#[N:28])=[CH:23][CH:22]=2)[O:20][CH2:19][CH2:18][O:17]1. Product: [CH3:15][C:16]1([C:21]2[O:25][C:24]([CH2:26][C:27]([NH2:28])=[S:5])=[CH:23][CH:22]=2)[O:17][CH2:18][CH2:19][O:20]1. The catalyst class is: 18. (4) Reactant: [F:1][C:2]1[CH:7]=[CH:6][CH:5]=[C:4]([F:8])[C:3]=1[N:9]1[C:14]2[N:15]=[C:16]([S:36][CH3:37])[N:17]=[C:18]([C:19]3[CH:20]=[C:21]([CH:32]=[CH:33][C:34]=3[CH3:35])[C:22]([NH:24][CH2:25][C:26]3[CH:31]=[CH:30][CH:29]=[CH:28][CH:27]=3)=[O:23])[C:13]=2[CH:12]=[CH:11][C:10]1=[O:38].ClC1C=C(C=CC=1)C(OO)=[O:44]. Product: [F:8][C:4]1[CH:5]=[CH:6][CH:7]=[C:2]([F:1])[C:3]=1[N:9]1[C:14]2[N:15]=[C:16]([S:36]([CH3:37])=[O:44])[N:17]=[C:18]([C:19]3[CH:20]=[C:21]([CH:32]=[CH:33][C:34]=3[CH3:35])[C:22]([NH:24][CH2:25][C:26]3[CH:31]=[CH:30][CH:29]=[CH:28][CH:27]=3)=[O:23])[C:13]=2[CH:12]=[CH:11][C:10]1=[O:38]. The catalyst class is: 91. (5) Reactant: [F:1][CH:2]([F:39])[C:3]1[CH:8]=[CH:7][N:6]=[C:5]([NH:9][C:10]2[CH:11]=[C:12]([C:17]3[CH:18]=[N:19][C:20]([CH:23](OS(C)(=O)=O)[C@H:24]4[CH2:29][CH2:28][C@H:27]([C:30]([O:32][CH3:33])=[O:31])[CH2:26][CH2:25]4)=[N:21][CH:22]=3)[CH:13]=[C:14]([CH3:16])[CH:15]=2)[N:4]=1. Product: [F:39][CH:2]([F:1])[C:3]1[CH:8]=[CH:7][N:6]=[C:5]([NH:9][C:10]2[CH:11]=[C:12]([C:17]3[CH:22]=[N:21][C:20]([CH2:23][C@H:24]4[CH2:29][CH2:28][C@H:27]([C:30]([O:32][CH3:33])=[O:31])[CH2:26][CH2:25]4)=[N:19][CH:18]=3)[CH:13]=[C:14]([CH3:16])[CH:15]=2)[N:4]=1. The catalyst class is: 354.